This data is from Reaction yield outcomes from USPTO patents with 853,638 reactions. The task is: Predict the reaction yield, written as a fraction of the theoretical maximum amount of product (1.0 means a 100% yield; for example, 0.34 means a 34% yield). (1) The catalyst is CN(C=O)C. The yield is 0.460. The product is [F:12][CH:11]([F:13])[C:8]1[N:7]=[CH:6][C:5]([C:3]2[NH:21][C:19]([NH:18][C:15](=[O:17])[CH3:16])=[N:20][C:2]=2[CH3:14])=[CH:10][CH:9]=1. The reactants are Br[CH:2]([CH3:14])[C:3]([C:5]1[CH:6]=[N:7][C:8]([CH:11]([F:13])[F:12])=[CH:9][CH:10]=1)=O.[C:15]([NH:18][C:19]([NH2:21])=[NH:20])(=[O:17])[CH3:16].O. (2) The reactants are C[O:2][C:3]([C:5]1[S:6][C:7]([C:26]#[C:27][C:28]([CH3:31])([CH3:30])[CH3:29])=[CH:8][C:9]=1[N:10]1[CH:15]([CH:16]2[CH2:21][CH2:20][CH2:19][CH2:18][CH2:17]2)[CH2:14][CH2:13][C@@H:12]([CH2:22][CH2:23][OH:24])[C:11]1=[O:25])=[O:4].O[Li].O.Cl. The catalyst is C1COCC1.O.CO. The product is [CH:16]1([CH:15]2[N:10]([C:9]3[CH:8]=[C:7]([C:26]#[C:27][C:28]([CH3:31])([CH3:30])[CH3:29])[S:6][C:5]=3[C:3]([OH:4])=[O:2])[C:11](=[O:25])[C@H:12]([CH2:22][CH2:23][OH:24])[CH2:13][CH2:14]2)[CH2:17][CH2:18][CH2:19][CH2:20][CH2:21]1. The yield is 0.230. (3) The reactants are Cl[C:2]1[C:3]([NH:16][CH2:17][CH:18]2[CH2:23][CH2:22][O:21][CH2:20][CH2:19]2)=[N:4][C:5]([C:8]2[C:13]([Cl:14])=[CH:12][N:11]=[C:10]([F:15])[CH:9]=2)=[CH:6][N:7]=1.[CH2:24](B(O)O)[CH3:25].C(=O)([O-])[O-].[Na+].[Na+].C(Cl)Cl. The catalyst is COCCOC.C1C=CC(P(C2C=CC=CC=2)[C-]2C=CC=C2)=CC=1.C1C=CC(P(C2C=CC=CC=2)[C-]2C=CC=C2)=CC=1.Cl[Pd]Cl.[Fe+2]. The product is [Cl:14][C:13]1[C:8]([C:5]2[N:4]=[C:3]([NH:16][CH2:17][CH:18]3[CH2:23][CH2:22][O:21][CH2:20][CH2:19]3)[C:2]([CH2:24][CH3:25])=[N:7][CH:6]=2)=[CH:9][C:10]([F:15])=[N:11][CH:12]=1. The yield is 0.140.